This data is from Forward reaction prediction with 1.9M reactions from USPTO patents (1976-2016). The task is: Predict the product of the given reaction. Given the reactants [Cl:1][C:2]1[CH:3]=[CH:4][C:5]2[N:11]3[CH:12]=[CH:13][CH:14]=[C:10]3[C@@H:9]([CH2:15][CH:16]=[CH:17][C:18]([O:20][CH3:21])=[O:19])[O:8][C@H:7]([C:22]3[CH:27]=[CH:26][CH:25]=[C:24]([O:28][CH3:29])[C:23]=3[O:30][CH3:31])[C:6]=2[CH:32]=1, predict the reaction product. The product is: [Cl:1][C:2]1[CH:3]=[CH:4][C:5]2[N:11]3[CH:12]=[CH:13][CH:14]=[C:10]3[C@@H:9]([CH2:15][CH2:16][CH2:17][C:18]([O:20][CH3:21])=[O:19])[O:8][C@H:7]([C:22]3[CH:27]=[CH:26][CH:25]=[C:24]([O:28][CH3:29])[C:23]=3[O:30][CH3:31])[C:6]=2[CH:32]=1.